Dataset: Full USPTO retrosynthesis dataset with 1.9M reactions from patents (1976-2016). Task: Predict the reactants needed to synthesize the given product. (1) Given the product [N:21]1[CH:22]=[CH:23][CH:24]=[C:19]([CH2:17][CH2:18][N:8]2[C:9]3[CH:10]=[CH:11][CH:12]=[CH:13][C:14]=3[C:15]3[CH:16]4[N:4]([CH2:5][CH2:6][C:7]2=3)[CH2:3][CH2:2][CH2:1]4)[CH:20]=1, predict the reactants needed to synthesize it. The reactants are: [CH2:1]1[CH:16]2[N:4]([CH2:5][CH2:6][C:7]3[NH:8][C:9]4[CH:10]=[CH:11][CH:12]=[CH:13][C:14]=4[C:15]=32)[CH2:3][CH2:2]1.[CH:17]([C:19]1[CH:20]=[N:21][CH:22]=[CH:23][CH:24]=1)=[CH2:18]. (2) Given the product [Br:1][C:2]1[CH:3]=[N:4][N:5]([CH3:16])[C:6]=1[C:7]1[CH:8]=[C:9]([C:13]([NH:17][C@@H:18]([CH2:31][C:32]2[CH:37]=[CH:36][CH:35]=[C:34]([F:38])[CH:33]=2)[CH2:19][N:20]2[C:28](=[O:29])[C:27]3[C:22](=[CH:23][CH:24]=[CH:25][CH:26]=3)[C:21]2=[O:30])=[O:15])[S:10][C:11]=1[Cl:12], predict the reactants needed to synthesize it. The reactants are: [Br:1][C:2]1[CH:3]=[N:4][N:5]([CH3:16])[C:6]=1[C:7]1[CH:8]=[C:9]([C:13]([OH:15])=O)[S:10][C:11]=1[Cl:12].[NH2:17][C@@H:18]([CH2:31][C:32]1[CH:37]=[CH:36][CH:35]=[C:34]([F:38])[CH:33]=1)[CH2:19][N:20]1[C:28](=[O:29])[C:27]2[C:22](=[CH:23][CH:24]=[CH:25][CH:26]=2)[C:21]1=[O:30].CC(OC(N[C@H](C(O)=O)CC1C=CC=CC=1C(F)(F)F)=O)(C)C.C1CN([P+](Br)(N2CCCC2)N2CCCC2)CC1.F[P-](F)(F)(F)(F)F.CCN(C(C)C)C(C)C. (3) Given the product [NH:28]1[C:29]2[C:25](=[CH:24][C:23]([O:22][C:2]3[C:11]4[C:6](=[CH:7][C:8]([O:14][CH2:15][CH2:16][N:17]([CH3:21])[CH2:18][C:19]#[CH:20])=[C:9]([O:12][CH3:13])[CH:10]=4)[N:5]=[CH:4][N:3]=3)=[CH:31][N:30]=2)[CH:26]=[CH:27]1, predict the reactants needed to synthesize it. The reactants are: Cl[C:2]1[C:11]2[C:6](=[CH:7][C:8]([O:14][CH2:15][CH2:16][N:17]([CH3:21])[CH2:18][C:19]#[CH:20])=[C:9]([O:12][CH3:13])[CH:10]=2)[N:5]=[CH:4][N:3]=1.[OH:22][C:23]1[CH:24]=[C:25]2[C:29](=[N:30][CH:31]=1)[NH:28][CH:27]=[CH:26]2. (4) Given the product [Cl:1][C:2]1[CH:8]=[C:7]([C:9]([F:10])([F:11])[F:12])[CH:6]=[C:5]([Cl:13])[C:3]=1[NH2:4], predict the reactants needed to synthesize it. The reactants are: [Cl:1][C:2]1[CH:8]=[C:7]([C:9]([F:12])([F:11])[F:10])[CH:6]=[CH:5][C:3]=1[NH2:4].[Cl:13]C1C=CC(C(F)(F)F)=CC=1N.CN1CCCC1=O.S(Cl)(Cl)(=O)=O. (5) Given the product [Si:1]([O:8][CH2:9][CH2:10][N:11]([CH:44]1[CH2:46][CH2:45]1)[C:12]([C:14]1[C:19]([O:20][CH2:21][C:22]2[CH:27]=[CH:26][CH:25]=[CH:24][CH:23]=2)=[C:18]([OH:28])[N:17]=[C:16]([CH2:29][C:30]2([N:35]3[C:39]4=[N:40][CH:41]=[CH:42][CH:43]=[C:38]4[CH:37]=[CH:36]3)[CH2:31][CH2:32][CH2:33][CH2:34]2)[N:15]=1)=[O:13])([C:4]([CH3:5])([CH3:6])[CH3:7])([CH3:3])[CH3:2], predict the reactants needed to synthesize it. The reactants are: [Si:1]([O:8][CH2:9][CH2:10][N:11]([CH3:44])[C:12]([C:14]1[C:19]([O:20][CH2:21][C:22]2[CH:27]=[CH:26][CH:25]=[CH:24][CH:23]=2)=[C:18]([OH:28])[N:17]=[C:16]([CH2:29][C:30]2([N:35]3[C:39]4=[N:40][CH:41]=[CH:42][CH:43]=[C:38]4[CH:37]=[CH:36]3)[CH2:34][CH2:33][CH2:32][CH2:31]2)[N:15]=1)=[O:13])([C:4]([CH3:7])([CH3:6])[CH3:5])([CH3:3])[CH3:2].[CH2:45](OC1C(C(O)=O)=NC(CC2(N3C4=NC=CC=C4C=C3)CCCC2)=NC=1O)[C:46]1C=CC=CC=1.[Si](OCCNC1CC1)(C(C)(C)C)(C)C. (6) Given the product [CH2:62]([O:61][C:59](=[O:60])[NH:58][CH:39]1[C:38](=[O:37])[N:83]([CH3:81])[CH2:53][C:42]2[C:43]([CH3:52])=[C:44]([NH:48][C:49](=[O:51])[CH3:50])[C:45]([CH3:47])=[CH:46][C:41]=2[CH2:40]1)[C:29]1[CH:34]=[CH:33][CH:32]=[CH:31][CH:30]=1.[CH3:36][O:37][C:38](=[O:69])[CH:39]([NH:58][C:59]([O:61][CH2:62][C:63]1[CH:68]=[CH:67][CH:66]=[CH:65][CH:64]=1)=[O:60])[CH2:40][C:41]1[CH:46]=[C:45]([CH3:47])[C:44]([NH:48][C:49](=[O:51])[CH3:50])=[C:43]([CH3:52])[C:42]=1[CH2:53][Cl:80], predict the reactants needed to synthesize it. The reactants are: Cl.COC(=O)[C@H](NC(OC[C:29]1[CH:34]=[CH:33][CH:32]=[CH:31][CH:30]=1)=O)C[C:29]1[CH:34]=[CH:33][C:32](NC(OC(C)(C)C)=O)=[C:31](C)[C:30]=1CO.[CH3:36][O:37][C:38](=[O:69])[CH:39]([NH:58][C:59]([O:61][CH2:62][C:63]1[CH:68]=[CH:67][CH:66]=[CH:65][CH:64]=1)=[O:60])[CH2:40][C:41]1[CH:46]=[C:45]([CH3:47])[C:44]([NH:48][C:49](=[O:51])[CH3:50])=[C:43]([CH3:52])[C:42]=1[CH2:53]OC(=O)C.C(=O)([O-])[O-].[K+].[K+].CS([Cl:80])(=O)=O.[CH2:81]([N:83](CC)CC)C. (7) The reactants are: C([NH:18][C:19]([NH:21][C:22]1[N:27]=[CH:26][CH:25]=[CH:24][N:23]=1)=[S:20])(OCC1C2C(=CC=CC=2)C2C1=CC=CC=2)=O.N1CCCCC1. Given the product [N:23]1[CH:24]=[CH:25][CH:26]=[N:27][C:22]=1[NH:21][C:19]([NH2:18])=[S:20], predict the reactants needed to synthesize it. (8) Given the product [CH3:39][O:38][C:36]([CH2:35][CH:30]1[CH2:31][N:32]([C:13]([CH:10]2[CH2:11][CH2:12][N:7]([C:4]3[CH:5]=[CH:6][N:1]=[CH:2][CH:3]=3)[CH2:8][CH2:9]2)=[O:14])[CH2:33][CH2:34][N:29]1[S:26]([C:17]1[CH:18]=[CH:19][C:20]2[C:25](=[CH:24][CH:23]=[CH:22][CH:21]=2)[CH:16]=1)(=[O:27])=[O:28])=[O:37], predict the reactants needed to synthesize it. The reactants are: [N:1]1[CH:6]=[CH:5][C:4]([N:7]2[CH2:12][CH2:11][CH:10]([C:13](Cl)=[O:14])[CH2:9][CH2:8]2)=[CH:3][CH:2]=1.[CH:16]1[C:25]2[C:20](=[CH:21][CH:22]=[CH:23][CH:24]=2)[CH:19]=[CH:18][C:17]=1[S:26]([N:29]1[CH2:34][CH2:33][NH:32][CH2:31][CH:30]1[CH2:35][C:36]([O:38][CH3:39])=[O:37])(=[O:28])=[O:27]. (9) Given the product [C:3]([C:5]1[C:10]2[CH:11]([C:13]#[N:14])[CH2:12][C:9]=2[CH:8]=[CH:7][CH:6]=1)(=[O:4])[CH3:2], predict the reactants needed to synthesize it. The reactants are: F[C:2](F)(F)[C:3]([C:5]1[C:10]2[CH:11]([C:13]#[N:14])[CH2:12][C:9]=2[CH:8]=[CH:7][CH:6]=1)=[O:4]. (10) Given the product [Br:1][C:2]1[CH:7]=[C:6]([F:8])[C:5]([N:9]2[C:14]([CH2:15][C@@H:16]3[CH2:20][CH2:19][N:18]([C:21]([CH:23]4[CH2:25][CH2:24]4)=[O:22])[CH2:17]3)=[N:13][NH:12][C:10]2=[O:11])=[C:4]([F:27])[CH:3]=1, predict the reactants needed to synthesize it. The reactants are: [Br:1][C:2]1[CH:7]=[C:6]([F:8])[C:5]([NH:9][C:10]([NH:12][NH:13][C:14](=O)[CH2:15][C@@H:16]2[CH2:20][CH2:19][N:18]([C:21]([CH:23]3[CH2:25][CH2:24]3)=[O:22])[CH2:17]2)=[O:11])=[C:4]([F:27])[CH:3]=1.C(=O)([O-])[O-].[K+].[K+].